From a dataset of CYP3A4 inhibition data for predicting drug metabolism from PubChem BioAssay. Regression/Classification. Given a drug SMILES string, predict its absorption, distribution, metabolism, or excretion properties. Task type varies by dataset: regression for continuous measurements (e.g., permeability, clearance, half-life) or binary classification for categorical outcomes (e.g., BBB penetration, CYP inhibition). Dataset: cyp3a4_veith. (1) The molecule is COc1ccccc1CN1CC[C@@]2(CCCN(S(=O)(=O)c3ccccc3)C2)C1. The result is 1 (inhibitor). (2) The molecule is O.O.O.O=C(O)[C@H]1O[Sb]O[C@@H](C(=O)O)C1O. The result is 0 (non-inhibitor). (3) The drug is CCCc1cc2c(n1CCc1ccc(Cl)cc1)C(C)C1CN(C(=O)c3ccccc3)C(C)(C(=O)OC)C21. The result is 1 (inhibitor). (4) The compound is CN(C)[C@H]1C(=O)C(C(=O)NCN2CCCC2)=C(O)[C@]2(O)C(=O)C3=C(O)c4c(O)cccc4[C@@](C)(O)[C@H]3C[C@@H]12. The result is 0 (non-inhibitor). (5) The molecule is CO[C@@H]1COC(=O)C/C=C\[C@@H](C)[C@@H]2C=C[C@H](O)[C@@H](COC(=O)[C@H](C)NC(=O)C/C=C\[C@H]1C)O2. The result is 0 (non-inhibitor). (6) The drug is CC1=CC(=O)C2=C(C)C[C@@H](O)[C@H]3[C@H](C)C(=O)O[C@H]3[C@H]12.O. The result is 0 (non-inhibitor).